The task is: Predict the reactants needed to synthesize the given product.. This data is from Full USPTO retrosynthesis dataset with 1.9M reactions from patents (1976-2016). (1) Given the product [C:1]([O:5][C:6]([N:8]1[CH2:9][CH2:10][CH:11]([N:14]2[CH:18]=[C:17]([C:19]3[CH:20]=[N:21][C:22]([NH2:34])=[C:23]([N:36]4[CH2:37][CH2:38][C:39]5[C:44](=[CH:43][CH:42]=[CH:41][CH:40]=5)[CH2:35]4)[CH:24]=3)[CH:16]=[N:15]2)[CH2:12][CH2:13]1)=[O:7])([CH3:4])([CH3:2])[CH3:3], predict the reactants needed to synthesize it. The reactants are: [C:1]([O:5][C:6]([N:8]1[CH2:13][CH2:12][CH:11]([N:14]2[CH:18]=[C:17]([C:19]3[CH:20]=[N:21][C:22]([NH2:34])=[C:23](B4OC(C)(C)C(C)(C)O4)[CH:24]=3)[CH:16]=[N:15]2)[CH2:10][CH2:9]1)=[O:7])([CH3:4])([CH3:3])[CH3:2].[CH2:35]1[C:44]2[C:39](=[CH:40][CH:41]=[CH:42][CH:43]=2)[CH2:38][CH2:37][NH:36]1.N1C=CC=CC=1.C(Cl)Cl. (2) Given the product [CH:24]1([C:22]2[CH:23]=[C:9]([NH:10][C:13]3[CH:12]=[CH:11][N:10]=[C:9]([NH:8][CH2:7][C:5]4[O:4][N:3]=[C:2]([CH3:1])[CH:6]=4)[N:14]=3)[NH:8][N:19]=2)[CH2:5][CH2:6][CH2:2][CH2:1]1, predict the reactants needed to synthesize it. The reactants are: [CH3:1][C:2]1[CH:6]=[C:5]([CH2:7][NH:8][C:9]2[N:14]=[C:13](O)[CH:12]=[CH:11][N:10]=2)[O:4][N:3]=1.C([N:19]([CH:22]([CH3:24])[CH3:23])CC)(C)C.P(Cl)(Cl)(Cl)=O.C(=O)(O)[O-].[Na+]. (3) Given the product [Cl:8][C:4]1[CH:5]=[CH:6][CH:7]=[C:2]([Cl:1])[C:3]=1[C:9]1[NH:13][C:12](=[O:14])[N:11]([C:15]2[CH:24]=[CH:23][C:18]([C:19]([NH:30][C:29]3[CH:31]=[C:32]([C:35]([F:36])([F:37])[F:38])[CH:33]=[CH:34][C:28]=3[F:27])=[O:20])=[C:17]([O:25][CH3:26])[CH:16]=2)[N:10]=1, predict the reactants needed to synthesize it. The reactants are: [Cl:1][C:2]1[CH:7]=[CH:6][CH:5]=[C:4]([Cl:8])[C:3]=1[C:9]1[NH:13][C:12](=[O:14])[N:11]([C:15]2[CH:24]=[CH:23][C:18]([C:19](OC)=[O:20])=[C:17]([O:25][CH3:26])[CH:16]=2)[N:10]=1.[F:27][C:28]1[CH:34]=[CH:33][C:32]([C:35]([F:38])([F:37])[F:36])=[CH:31][C:29]=1[NH2:30].C[Al](C)C. (4) Given the product [C:15]([NH:27][NH:1][CH2:2][C:3]([OH:5])=[O:4])(=[O:34])[CH2:16][CH2:17][CH2:18][CH2:19][CH2:20][CH2:21][CH2:22][CH2:23][CH2:24][CH2:25][CH3:26], predict the reactants needed to synthesize it. The reactants are: [NH2:1][CH2:2][C:3]([OH:5])=[O:4].C(N(C(C)C)CC)(C)C.[CH2:15]([N:27]=C=O)[CH2:16][CH2:17][CH2:18][CH2:19][CH2:20][CH2:21][CH2:22][CH2:23][CH2:24][CH2:25][CH3:26].CN(C=[O:34])C. (5) Given the product [Cl:14][C:15]1[CH:20]=[CH:19][C:18]([NH:21][C:22](=[O:29])[CH2:23][O:24][CH2:25][C:26]([NH:10][C:9]2[CH:11]=[CH:12][CH:13]=[C:7]([CH2:6][C:2]3[O:1][CH:5]=[CH:4][CH:3]=3)[CH:8]=2)=[O:27])=[C:17]([CH:16]=1)[C:30]([OH:32])=[O:31], predict the reactants needed to synthesize it. The reactants are: [O:1]1[CH:5]=[CH:4][CH:3]=[C:2]1[CH2:6][C:7]1[CH:8]=[C:9]([CH:11]=[CH:12][CH:13]=1)[NH2:10].[Cl:14][C:15]1[CH:20]=[CH:19][C:18]([NH:21][C:22](=[O:29])[CH2:23][O:24][CH2:25][C:26](O)=[O:27])=[C:17]([C:30]([O:32]C)=[O:31])[CH:16]=1. (6) Given the product [CH2:1]([O:8][CH2:9][C:10]1([CH2:12][O:13][CH2:14][C:15]2[CH:16]=[CH:17][CH:18]=[CH:19][CH:20]=2)[O:23][CH2:22][CH2:21][O:11]1)[C:2]1[CH:3]=[CH:4][CH:5]=[CH:6][CH:7]=1, predict the reactants needed to synthesize it. The reactants are: [CH2:1]([O:8][CH2:9][C:10]([CH2:12][O:13][CH2:14][C:15]1[CH:20]=[CH:19][CH:18]=[CH:17][CH:16]=1)=[O:11])[C:2]1[CH:7]=[CH:6][CH:5]=[CH:4][CH:3]=1.[CH2:21](O)[CH2:22][OH:23].C(OCC)(OCC)OCC.C(=O)([O-])O.[Na+]. (7) Given the product [S:40]1[CH:41]=[C:37]([CH2:36][N:26]([C@@H:27]([CH3:35])[CH:28]([O:29][CH2:30][CH3:31])[O:32][CH2:33][CH3:34])[C:24](=[O:25])[C@@H:23]([NH:22][C:19](=[O:21])[CH2:18][N:2]([CH3:1])[NH:3][C:4]([NH:5][CH2:6][C:7]2[C:16]3[C:11](=[CH:12][CH:13]=[CH:14][CH:15]=3)[CH:10]=[CH:9][CH:8]=2)=[O:17])[CH2:46][C:47](=[O:48])[NH:49][C:50]([C:51]2[CH:52]=[CH:53][CH:54]=[CH:55][CH:56]=2)([C:63]2[CH:68]=[CH:67][CH:66]=[CH:65][CH:64]=2)[C:57]2[CH:58]=[CH:59][CH:60]=[CH:61][CH:62]=2)[C:38]2[CH:45]=[CH:44][CH:43]=[CH:42][C:39]1=2, predict the reactants needed to synthesize it. The reactants are: [CH3:1][N:2]([CH2:18][C:19]([OH:21])=O)[NH:3][C:4](=[O:17])[NH:5][CH2:6][C:7]1[C:16]2[C:11](=[CH:12][CH:13]=[CH:14][CH:15]=2)[CH:10]=[CH:9][CH:8]=1.[NH2:22][C@@H:23]([CH2:46][C:47]([NH:49][C:50]([C:63]1[CH:68]=[CH:67][CH:66]=[CH:65][CH:64]=1)([C:57]1[CH:62]=[CH:61][CH:60]=[CH:59][CH:58]=1)[C:51]1[CH:56]=[CH:55][CH:54]=[CH:53][CH:52]=1)=[O:48])[C:24]([N:26]([CH2:36][C:37]1[C:38]2[CH:45]=[CH:44][CH:43]=[CH:42][C:39]=2[S:40][CH:41]=1)[C@@H:27]([CH3:35])[CH:28]([O:32][CH2:33][CH3:34])[O:29][CH2:30][CH3:31])=[O:25]. (8) Given the product [CH3:24][O:23][C:21]1[CH:20]=[CH:19][C:14]2[N:15]=[CH:16][C:17](=[O:18])[N:12]([CH2:11][CH2:10][C:5]34[CH2:8][CH2:9][C:2]([NH:1][CH2:36][C:28]5[C:27](=[O:38])[N:26]([CH3:25])[C:35]6[C:30]([CH:29]=5)=[CH:31][CH:32]=[CH:33][CH:34]=6)([CH2:7][CH2:6]3)[CH2:3][O:4]4)[C:13]=2[N:22]=1, predict the reactants needed to synthesize it. The reactants are: [NH2:1][C:2]12[CH2:9][CH2:8][C:5]([CH2:10][CH2:11][N:12]3[C:17](=[O:18])[CH:16]=[N:15][C:14]4[CH:19]=[CH:20][C:21]([O:23][CH3:24])=[N:22][C:13]3=4)([CH2:6][CH2:7]1)[O:4][CH2:3]2.[CH3:25][N:26]1[C:35]2[C:30](=[CH:31][CH:32]=[CH:33][CH:34]=2)[CH:29]=[C:28]([CH:36]=O)[C:27]1=[O:38].